This data is from Forward reaction prediction with 1.9M reactions from USPTO patents (1976-2016). The task is: Predict the product of the given reaction. (1) Given the reactants I.[NH2:2][CH2:3][CH2:4][CH2:5][NH:6][C:7]1[C:8]([C:12]2[N:16]([C:17]3[CH:22]=[CH:21][CH:20]=[C:19]([C:23]([F:26])([F:25])[F:24])[CH:18]=3)[C:15](=[O:27])[O:14][N:13]=2)=[N:9][O:10][N:11]=1.[S:28](N)([NH2:31])(=[O:30])=[O:29], predict the reaction product. The product is: [O:27]=[C:15]1[O:14][N:13]=[C:12]([C:8]2[C:7]([NH:6][CH2:5][CH2:4][CH2:3][NH:2][S:28]([NH2:31])(=[O:30])=[O:29])=[N:11][O:10][N:9]=2)[N:16]1[C:17]1[CH:22]=[CH:21][CH:20]=[C:19]([C:23]([F:26])([F:25])[F:24])[CH:18]=1. (2) Given the reactants [Cl:1][C:2]1[CH:7]=[CH:6][C:5]([C:8]2[C:14]3[C:15]([CH3:19])=[C:16]([CH3:18])[S:17][C:13]=3[N:12]3[C:20]([CH3:23])=[N:21][N:22]=[C:11]3[C@@:10]3([CH2:25][C@H:24]3[CH2:26][O:27][CH3:28])[N:9]=2)=[CH:4][CH:3]=1.CC1(C)O[C@H](CO)CO1, predict the reaction product. The product is: [Cl:1][C:2]1[CH:3]=[CH:4][C:5]([C:8]2[C:14]3[C:15]([CH3:19])=[C:16]([CH3:18])[S:17][C:13]=3[N:12]3[C:20]([CH3:23])=[N:21][N:22]=[C:11]3[C@:10]3([CH2:25][C@@H:24]3[CH2:26][O:27][CH3:28])[N:9]=2)=[CH:6][CH:7]=1. (3) The product is: [Br:1][CH2:12][C:11]([C:5]1[CH:6]=[CH:7][C:8]([F:10])=[CH:9][C:4]=1[F:3])=[O:13]. Given the reactants [Br:1]Br.[F:3][C:4]1[CH:9]=[C:8]([F:10])[CH:7]=[CH:6][C:5]=1[C:11](=[O:13])[CH3:12].C([O-])(O)=O.[Na+], predict the reaction product. (4) Given the reactants [C:1]1([C:10](OC)=[O:11])([C:6]([O:8][CH3:9])=[O:7])[CH2:5][CH2:4][CH2:3][CH2:2]1.[H-].C([Al+]CC(C)C)C(C)C, predict the reaction product. The product is: [CH3:9][O:8][C:6]([C:1]1([CH:10]=[O:11])[CH2:2][CH2:3][CH2:4][CH2:5]1)=[O:7].